Dataset: Catalyst prediction with 721,799 reactions and 888 catalyst types from USPTO. Task: Predict which catalyst facilitates the given reaction. Reactant: C([O:3][C:4](=[O:35])[CH2:5][CH:6]([C:8]1[CH:13]=[CH:12][C:11]([NH:14][C:15](=[O:34])[CH2:16][C:17]2[CH:33]=[CH:32][C:20]3[N:21]=[C:22]([NH:24][C:25]4[CH:30]=[CH:29][CH:28]=[CH:27][C:26]=4[CH3:31])[O:23][C:19]=3[CH:18]=2)=[CH:10][N:9]=1)[CH3:7])C.[OH-].[Na+]. Product: [C:26]1([CH3:31])[CH:27]=[CH:28][CH:29]=[CH:30][C:25]=1[NH:24][C:22]1[O:23][C:19]2[CH:18]=[C:17]([CH2:16][C:15]([NH:14][C:11]3[CH:12]=[CH:13][C:8]([CH:6]([CH3:7])[CH2:5][C:4]([OH:35])=[O:3])=[N:9][CH:10]=3)=[O:34])[CH:33]=[CH:32][C:20]=2[N:21]=1. The catalyst class is: 5.